This data is from Experimentally validated miRNA-target interactions with 360,000+ pairs, plus equal number of negative samples. The task is: Binary Classification. Given a miRNA mature sequence and a target amino acid sequence, predict their likelihood of interaction. (1) The miRNA is hsa-miR-5007-5p with sequence UAGAGUCUGGCUGAUAUGGUUU. The protein sequence of the target gene is MVPLVAVVSGPRAQLFACLLRLGTQQVGPLQLHTGASHAARNHYEVLVLGGGSGGITMAARMKRKVGAENVAIVEPSERHFYQPIWTLVGAGAKQLSSSGRPTASVIPSGVEWIKARVTELNPDKNCIHTDDDEKISYRYLIIALGIQLDYEKIKGLPEGFAHPKIGSNYSVKTVEKTWKALQDFKEGNAIFTFPNTPVKCAGAPQKIMYLSEAYFRKTGKRSKANIIFNTSLGAIFGVKKYADALQEIIQERNLTVNYKKNLIEVRADKQEAVFENLDKPGETQVISYEMLHVTPPMSP.... Result: 0 (no interaction). (2) The miRNA is hsa-miR-582-3p with sequence UAACUGGUUGAACAACUGAACC. The protein sequence of the target gene is MTDSATTNGDDRDPEIELFVKAGIDGESIGNCPFSQRLFMILWLKGVVFNVTTVDLKRKPADLHNLAPGTHPPFLTFNGDVKTDVNKIEEFLEETLTPEKYPKLAAKHRESNTAGIDIFSKFSAYIKNTKQQNNAALERGLTKALRKLDDYLNSPLPEEIDTNTHGDEKGSQRKFLDGDELTLADCNLLPKLHVVKIVAKKYRNYDIPAEMTGLWRYLKNAYARDEFTNTCAADSEIELAYADVARRLSRS. Result: 0 (no interaction).